Dataset: Catalyst prediction with 721,799 reactions and 888 catalyst types from USPTO. Task: Predict which catalyst facilitates the given reaction. (1) Reactant: Cl.[CH:2]1([S:5]([C:8]2[CH:13]=[CH:12][C:11](/[C:14](/[C:22]3[CH:27]=[CH:26][C:25]([C:28]4[CH:29]=[N:30][NH:31][CH:32]=4)=[C:24]([O:33][CH3:34])[N:23]=3)=[CH:15]\[C@@H:16]3[NH:20][C:19](=[O:21])[CH2:18][CH2:17]3)=[CH:10][CH:9]=2)(=[O:7])=[O:6])[CH2:4][CH2:3]1.[H][H]. Product: [CH:2]1([S:5]([C:8]2[CH:9]=[CH:10][C:11]([CH:14]([C:22]3[CH:27]=[CH:26][C:25]([C:28]4[CH:29]=[N:30][NH:31][CH:32]=4)=[C:24]([O:33][CH3:34])[N:23]=3)[CH2:15][C@@H:16]3[NH:20][C:19](=[O:21])[CH2:18][CH2:17]3)=[CH:12][CH:13]=2)(=[O:6])=[O:7])[CH2:4][CH2:3]1. The catalyst class is: 19. (2) The catalyst class is: 250. Product: [Br:1][CH2:2][C:3]([N:5]1[CH2:6][CH2:8][CH2:11][CH2:10][CH2:14]1)=[O:4]. Reactant: [Br:1][CH2:2][C:3]([NH:5][CH:6]([CH3:8])C)=[O:4].Br[CH2:10][C:11](Br)=O.[CH2:14](Cl)Cl. (3) Reactant: [NH2:1][C:2]1[CH:10]=[C:9]([Br:11])[CH:8]=[CH:7][C:3]=1[C:4](O)=[O:5].ClC(Cl)(OC(=O)OC(Cl)(Cl)Cl)Cl.[CH3:24][NH2:25]. Product: [NH2:1][C:2]1[CH:10]=[C:9]([Br:11])[CH:8]=[CH:7][C:3]=1[C:4]([NH:25][CH3:24])=[O:5]. The catalyst class is: 12. (4) Reactant: [Cl:1][C:2]1[CH:17]=[C:16]([N+:18]([O-:20])=[O:19])[CH:15]=[CH:14][C:3]=1[O:4][C:5]1[CH:12]=[CH:11][CH:10]=[C:9]([OH:13])[C:6]=1[CH:7]=O.C(#[N:23])C.C(=O)([O-])O.[Na+]. Product: [Cl:1][C:2]1[CH:17]=[C:16]([N+:18]([O-:20])=[O:19])[CH:15]=[CH:14][C:3]=1[O:4][C:5]1[C:6]2[CH:7]=[N:23][O:13][C:9]=2[CH:10]=[CH:11][CH:12]=1. The catalyst class is: 6. (5) Reactant: [Si]([O:8][CH2:9][CH2:10][N:11]([CH3:23])[C:12]1[CH:22]=[CH:21][C:15]([C:16]([O:18][CH2:19][CH3:20])=[O:17])=[CH:14][CH:13]=1)(C(C)(C)C)(C)C.[F-].C([N+](CCCC)(CCCC)CCCC)CCC. Product: [OH:8][CH2:9][CH2:10][N:11]([CH3:23])[C:12]1[CH:22]=[CH:21][C:15]([C:16]([O:18][CH2:19][CH3:20])=[O:17])=[CH:14][CH:13]=1. The catalyst class is: 7. (6) Reactant: [F:1][C:2]1[CH:10]=[CH:9][C:8]([N+:11]([O-:13])=[O:12])=[CH:7][C:3]=1[C:4]([OH:6])=O.[CH2:14]([NH2:20])[C:15]1[O:19][CH:18]=[CH:17][CH:16]=1.CN(C(ON1N=NC2C=CC=CC1=2)=[N+](C)C)C.F[P-](F)(F)(F)(F)F.C1C=CC2N(O)N=NC=2C=1.CN1CCOCC1.Cl. Product: [O:19]1[CH:18]=[CH:17][CH:16]=[C:15]1[CH2:14][NH:20][C:4](=[O:6])[C:3]1[CH:7]=[C:8]([N+:11]([O-:13])=[O:12])[CH:9]=[CH:10][C:2]=1[F:1]. The catalyst class is: 1. (7) Reactant: [Cl:1][C:2]1[C:3]([C:13]([F:16])([F:15])[F:14])=[N:4][NH:5][C:6]=1[C:7]1[CH:12]=[CH:11][CH:10]=[CH:9][CH:8]=1.C([O-])([O-])=O.[K+].[K+].Cl[CH2:24][C:25]([N:27]1[CH2:32][CH2:31][N:30]([C:33]2[CH:38]=[CH:37][C:36]([Br:39])=[C:35]([O:40][CH3:41])[CH:34]=2)[CH2:29][CH2:28]1)=[O:26].CN(C=O)C. Product: [Br:39][C:36]1[CH:37]=[CH:38][C:33]([N:30]2[CH2:31][CH2:32][N:27]([C:25](=[O:26])[CH2:24][N:5]3[C:6]([C:7]4[CH:12]=[CH:11][CH:10]=[CH:9][CH:8]=4)=[C:2]([Cl:1])[C:3]([C:13]([F:14])([F:16])[F:15])=[N:4]3)[CH2:28][CH2:29]2)=[CH:34][C:35]=1[O:40][CH3:41]. The catalyst class is: 195. (8) Reactant: [Br:1][C:2]1[C:7]([CH3:8])=[N:6][C:5]([N:9]2[CH2:14][CH2:13][N:12]([CH3:15])[CH2:11][CH2:10]2)=[C:4](Br)[N:3]=1.O.[NH2:18][NH2:19]. Product: [Br:1][C:2]1[C:7]([CH3:8])=[N:6][C:5]([N:9]2[CH2:14][CH2:13][N:12]([CH3:15])[CH2:11][CH2:10]2)=[C:4]([NH:18][NH2:19])[N:3]=1. The catalyst class is: 14. (9) Reactant: Cl.[CH3:2][C:3]1([NH2:7])[CH2:6][CH2:5][CH2:4]1.[CH3:8][S:9](Cl)(=[O:11])=[O:10]. Product: [CH3:2][C:3]1([NH:7][S:9]([CH3:8])(=[O:11])=[O:10])[CH2:6][CH2:5][CH2:4]1. The catalyst class is: 13.